Dataset: Peptide-MHC class I binding affinity with 185,985 pairs from IEDB/IMGT. Task: Regression. Given a peptide amino acid sequence and an MHC pseudo amino acid sequence, predict their binding affinity value. This is MHC class I binding data. (1) The peptide sequence is SHQRSDSSL. The MHC is H-2-Db with pseudo-sequence H-2-Db. The binding affinity (normalized) is 0.0477. (2) The peptide sequence is EYAPFARLL. The MHC is HLA-B15:01 with pseudo-sequence HLA-B15:01. The binding affinity (normalized) is 0.0847. (3) The binding affinity (normalized) is 0.406. The MHC is HLA-B58:01 with pseudo-sequence HLA-B58:01. The peptide sequence is RQIRMTSTI. (4) The peptide sequence is VLMGGVPGV. The MHC is HLA-A02:11 with pseudo-sequence HLA-A02:11. The binding affinity (normalized) is 1.00. (5) The peptide sequence is MPAYIRNTL. The MHC is HLA-B08:01 with pseudo-sequence HLA-B08:01. The binding affinity (normalized) is 0.862.